From a dataset of NCI-60 drug combinations with 297,098 pairs across 59 cell lines. Regression. Given two drug SMILES strings and cell line genomic features, predict the synergy score measuring deviation from expected non-interaction effect. (1) Drug 1: CC1=C2C(C(=O)C3(C(CC4C(C3C(C(C2(C)C)(CC1OC(=O)C(C(C5=CC=CC=C5)NC(=O)OC(C)(C)C)O)O)OC(=O)C6=CC=CC=C6)(CO4)OC(=O)C)OC)C)OC. Drug 2: C1CCC(C(C1)N)N.C(=O)(C(=O)[O-])[O-].[Pt+4]. Cell line: HT29. Synergy scores: CSS=90.6, Synergy_ZIP=21.0, Synergy_Bliss=20.6, Synergy_Loewe=9.89, Synergy_HSA=23.2. (2) Drug 1: CCC1(CC2CC(C3=C(CCN(C2)C1)C4=CC=CC=C4N3)(C5=C(C=C6C(=C5)C78CCN9C7C(C=CC9)(C(C(C8N6C=O)(C(=O)OC)O)OC(=O)C)CC)OC)C(=O)OC)O.OS(=O)(=O)O. Drug 2: CCC1=C2CN3C(=CC4=C(C3=O)COC(=O)C4(CC)O)C2=NC5=C1C=C(C=C5)O. Cell line: MCF7. Synergy scores: CSS=27.3, Synergy_ZIP=-6.45, Synergy_Bliss=-0.628, Synergy_Loewe=-5.25, Synergy_HSA=1.36. (3) Drug 1: CC1=C(C(CCC1)(C)C)C=CC(=CC=CC(=CC(=O)O)C)C. Drug 2: C1=CN(C=N1)CC(O)(P(=O)(O)O)P(=O)(O)O. Cell line: SF-295. Synergy scores: CSS=-1.31, Synergy_ZIP=2.18, Synergy_Bliss=1.81, Synergy_Loewe=-2.41, Synergy_HSA=-1.95. (4) Drug 1: CN(C)N=NC1=C(NC=N1)C(=O)N. Drug 2: CCC1(C2=C(COC1=O)C(=O)N3CC4=CC5=C(C=CC(=C5CN(C)C)O)N=C4C3=C2)O.Cl. Cell line: COLO 205. Synergy scores: CSS=22.5, Synergy_ZIP=-4.13, Synergy_Bliss=-4.54, Synergy_Loewe=-16.1, Synergy_HSA=-4.24. (5) Drug 1: CC1C(C(CC(O1)OC2CC(OC(C2O)C)OC3=CC4=CC5=C(C(=O)C(C(C5)C(C(=O)C(C(C)O)O)OC)OC6CC(C(C(O6)C)O)OC7CC(C(C(O7)C)O)OC8CC(C(C(O8)C)O)(C)O)C(=C4C(=C3C)O)O)O)O. Drug 2: CN(CC1=CN=C2C(=N1)C(=NC(=N2)N)N)C3=CC=C(C=C3)C(=O)NC(CCC(=O)O)C(=O)O. Cell line: PC-3. Synergy scores: CSS=71.3, Synergy_ZIP=-0.521, Synergy_Bliss=-2.82, Synergy_Loewe=-1.75, Synergy_HSA=-0.379. (6) Drug 1: C1=C(C(=O)NC(=O)N1)F. Drug 2: COCCOC1=C(C=C2C(=C1)C(=NC=N2)NC3=CC=CC(=C3)C#C)OCCOC.Cl. Cell line: MDA-MB-231. Synergy scores: CSS=16.6, Synergy_ZIP=-2.30, Synergy_Bliss=-0.177, Synergy_Loewe=-0.107, Synergy_HSA=0.813. (7) Drug 1: CC12CCC(CC1=CCC3C2CCC4(C3CC=C4C5=CN=CC=C5)C)O. Drug 2: C1=CC(=C2C(=C1NCCNCCO)C(=O)C3=C(C=CC(=C3C2=O)O)O)NCCNCCO. Cell line: COLO 205. Synergy scores: CSS=38.7, Synergy_ZIP=15.3, Synergy_Bliss=9.70, Synergy_Loewe=-19.0, Synergy_HSA=7.34. (8) Drug 1: C1=NC2=C(N=C(N=C2N1C3C(C(C(O3)CO)O)O)F)N. Drug 2: CC(C)NC(=O)C1=CC=C(C=C1)CNNC.Cl. Cell line: EKVX. Synergy scores: CSS=-7.46, Synergy_ZIP=2.11, Synergy_Bliss=-0.203, Synergy_Loewe=-7.59, Synergy_HSA=-7.02. (9) Drug 1: CC1C(C(CC(O1)OC2CC(CC3=C2C(=C4C(=C3O)C(=O)C5=C(C4=O)C(=CC=C5)OC)O)(C(=O)C)O)N)O.Cl. Drug 2: CC1=C(C(=CC=C1)Cl)NC(=O)C2=CN=C(S2)NC3=CC(=NC(=N3)C)N4CCN(CC4)CCO. Cell line: SW-620. Synergy scores: CSS=39.0, Synergy_ZIP=1.12, Synergy_Bliss=3.44, Synergy_Loewe=-10.0, Synergy_HSA=3.34. (10) Drug 1: CC1OCC2C(O1)C(C(C(O2)OC3C4COC(=O)C4C(C5=CC6=C(C=C35)OCO6)C7=CC(=C(C(=C7)OC)O)OC)O)O. Drug 2: C1=CC(=CC=C1CCCC(=O)O)N(CCCl)CCCl. Cell line: HL-60(TB). Synergy scores: CSS=94.8, Synergy_ZIP=12.6, Synergy_Bliss=12.3, Synergy_Loewe=12.3, Synergy_HSA=14.5.